Dataset: Reaction yield outcomes from USPTO patents with 853,638 reactions. Task: Predict the reaction yield, written as a fraction of the theoretical maximum amount of product (1.0 means a 100% yield; for example, 0.34 means a 34% yield). (1) The reactants are C([N:8]1[CH2:12][CH:11]([C:13]2[CH:18]=[CH:17][CH:16]=[C:15]([O:19][CH3:20])[C:14]=2[N+:21]([O-])=O)[C:10]([C:29](OCC)=[O:30])([C:24]([O:26][CH2:27][CH3:28])=[O:25])[CH2:9]1)C1C=CC=CC=1.[H][H]. The catalyst is CO.[Pd]. The product is [CH3:20][O:19][C:15]1[C:14]2[NH:21][C:29](=[O:30])[C@:10]3([C:24]([O:26][CH2:27][CH3:28])=[O:25])[CH2:9][NH:8][CH2:12][C@@H:11]3[C:13]=2[CH:18]=[CH:17][CH:16]=1. The yield is 0.600. (2) The reactants are [BH-](O[C:11]([CH3:13])=[O:12])(OC(C)=O)OC(C)=O.[Na+].[NH:15]1[CH2:19][CH2:18][CH2:17][CH2:16]1.[CH3:20][C:21]1[CH:28]=C(O)[CH:26]=[CH:25][C:22]=1C=O.Cl. The catalyst is C(Cl)Cl. The product is [CH3:26][C:25]1[CH:22]=[C:21]([CH2:28][N:15]2[CH2:19][CH2:18][CH2:17][CH2:16]2)[CH:20]=[CH:13][C:11]=1[OH:12]. The yield is 0.860.